From a dataset of Forward reaction prediction with 1.9M reactions from USPTO patents (1976-2016). Predict the product of the given reaction. (1) Given the reactants [NH2:1][C:2]1[CH:3]=[CH:4][C:5]([C:8]2[CH:13]=[CH:12][C:11]([C:14]34[CH2:21][CH2:20][C:17]([CH2:22][C:23]([O:25]C)=[O:24])([CH2:18][CH2:19]3)[O:16][CH2:15]4)=[CH:10][CH:9]=2)=[N:6][CH:7]=1.[CH2:27]([C:29]1[O:30][C:31]([C:35](O)=[O:36])=[C:32]([CH3:34])[N:33]=1)[CH3:28], predict the reaction product. The product is: [CH2:27]([C:29]1[O:30][C:31]([C:35]([NH:1][C:2]2[CH:3]=[CH:4][C:5]([C:8]3[CH:9]=[CH:10][C:11]([C:14]45[CH2:19][CH2:18][C:17]([CH2:22][C:23]([OH:25])=[O:24])([CH2:20][CH2:21]4)[O:16][CH2:15]5)=[CH:12][CH:13]=3)=[N:6][CH:7]=2)=[O:36])=[C:32]([CH3:34])[N:33]=1)[CH3:28]. (2) Given the reactants [CH3:1][N:2]([CH3:21])[C:3]1[CH:20]=[CH:19][C:6]([C:7]([NH:9][C:10]2[CH:11]=[C:12]3[C:16](=[CH:17][CH:18]=2)[NH:15][N:14]=[CH:13]3)=[O:8])=[CH:5][CH:4]=1.[NH:22]1[C:30]2[C:25](=[CH:26][C:27](N)=[CH:28][CH:29]=2)C=N1.OC1C2N=NNC=2C=CC=1.C(N(CC)CC)C.CN(C)C1C=CC(C(O)=O)=CC=1.C(Cl)CCl, predict the reaction product. The product is: [NH2:22][C:30]1[CH:25]=[CH:26][C:27]([N:15]2[C:16]3[C:12](=[CH:11][C:10]([NH:9][C:7](=[O:8])[C:6]4[CH:5]=[CH:4][C:3]([N:2]([CH3:21])[CH3:1])=[CH:20][CH:19]=4)=[CH:18][CH:17]=3)[CH:13]=[N:14]2)=[CH:28][CH:29]=1. (3) The product is: [F:1][C:2]1[CH:7]=[C:6]([N+:8]([O-:10])=[O:9])[CH:5]=[CH:4][C:3]=1[O:11][CH2:12][C:13]1[CH:18]=[CH:17][CH:16]=[CH:15][CH:14]=1. Given the reactants [F:1][C:2]1[CH:7]=[C:6]([N+:8]([O-:10])=[O:9])[CH:5]=[CH:4][C:3]=1[OH:11].[CH2:12](Br)[C:13]1[CH:18]=[CH:17][CH:16]=[CH:15][CH:14]=1.C(=O)([O-])[O-].[K+].[K+], predict the reaction product. (4) Given the reactants [CH3:1][S:2]([C:5]1[CH:10]=[CH:9][C:8]([NH:11][C:12]2[C:16]([C:17]#[N:18])=[CH:15][NH:14][N:13]=2)=[CH:7][CH:6]=1)(=[O:4])=[O:3].[Cl:19][C:20]1[CH:25]=[CH:24][C:23](B(O)O)=[CH:22][CH:21]=1.N1C=CC=CC=1.Cl, predict the reaction product. The product is: [Cl:19][C:20]1[CH:25]=[CH:24][C:23]([N:14]2[CH:15]=[C:16]([C:17]#[N:18])[C:12]([NH:11][C:8]3[CH:7]=[CH:6][C:5]([S:2]([CH3:1])(=[O:3])=[O:4])=[CH:10][CH:9]=3)=[N:13]2)=[CH:22][CH:21]=1. (5) Given the reactants [C:1]1([CH3:11])[CH:6]=[CH:5][C:4]([S:7]([OH:10])(=[O:9])=[O:8])=[CH:3][CH:2]=1.C(O[C@H]([C@H](C(O)=O)OC(=O)C1C=CC=CC=1)C(O)=O)(=O)C1C=CC=CC=1.[CH2:38]([C:40]1[CH:41]=[CH:42][C:43]([CH2:46][CH2:47][O:48][C:49]2[CH:62]=[CH:61][C:52]([CH2:53][C@H:54]3[S:58][C:57](=[O:59])[NH:56][C:55]3=[O:60])=[CH:51][CH:50]=2)=[N:44][CH:45]=1)[CH3:39], predict the reaction product. The product is: [S:7]([C:4]1[CH:5]=[CH:6][C:1]([CH3:11])=[CH:2][CH:3]=1)([OH:10])(=[O:9])=[O:8].[CH2:38]([C:40]1[CH:41]=[CH:42][C:43]([CH2:46][CH2:47][O:48][C:49]2[CH:62]=[CH:61][C:52]([CH2:53][C@H:54]3[S:58][C:57](=[O:59])[NH:56][C:55]3=[O:60])=[CH:51][CH:50]=2)=[N:44][CH:45]=1)[CH3:39]. (6) The product is: [CH3:8][O:7][C:5]([C:4]1[CH:3]=[C:2]([C:22]2[CH:21]=[CH:20][C:19]([CH:36]=[O:38])=[CH:24][CH:23]=2)[CH:11]=[CH:10][CH:9]=1)=[O:6]. Given the reactants Br[C:2]1[CH:3]=[C:4]([CH:9]=[CH:10][CH:11]=1)[C:5]([O:7][CH3:8])=[O:6].[Si](OC1N=CC=CN=1)(C(C)(C)C)([C:19]1[CH:24]=[CH:23][CH:22]=[CH:21][CH:20]=1)[C:19]1[CH:24]=[CH:23][CH:22]=[CH:21][CH:20]=1.[C:36](OCC)(=[O:38])C, predict the reaction product.